From a dataset of Forward reaction prediction with 1.9M reactions from USPTO patents (1976-2016). Predict the product of the given reaction. (1) Given the reactants F[C:2]1[CH:9]=[CH:8][C:5]([CH:6]=[O:7])=[C:4]([N+:10]([O-:12])=[O:11])[CH:3]=1.[CH3:13][O:14][CH:15](O)[CH3:16].CS(C)=[O:20], predict the reaction product. The product is: [CH3:13][O:14][CH2:15][CH2:16][O:20][C:2]1[CH:9]=[CH:8][C:5]([CH:6]=[O:7])=[C:4]([N+:10]([O-:12])=[O:11])[CH:3]=1. (2) Given the reactants [N:1]1([CH2:7][C:8]2[CH:9]=[CH:10][C:11]3[NH:17][C:16]4[CH:18]=[CH:19][C:20]([C:22]([O:24][CH2:25][CH3:26])=[O:23])=[CH:21][C:15]=4[CH2:14][CH2:13][C:12]=3[CH:27]=2)[CH2:6][CH2:5][CH2:4][CH2:3][CH2:2]1.[CH3:28][I:29], predict the reaction product. The product is: [I-:29].[CH2:25]([O:24][C:22]([C:20]1[CH:19]=[CH:18][C:16]2[NH:17][C:11]3[CH:10]=[CH:9][C:8]([CH2:7][N+:1]4([CH3:28])[CH2:2][CH2:3][CH2:4][CH2:5][CH2:6]4)=[CH:27][C:12]=3[CH2:13][CH2:14][C:15]=2[CH:21]=1)=[O:23])[CH3:26]. (3) Given the reactants CC1C=C(C)N=C(OCC(O)=O)N=1.C(N1CCC(NC)CC1)C1C=CC=CC=1.[CH2:29]([N:36]1[CH2:41][CH2:40][CH:39]([N:42]([CH3:55])[C:43](=[O:54])[CH2:44][O:45][C:46]2[N:51]=[C:50]([CH3:52])[CH:49]=[C:48]([CH3:53])[N:47]=2)[CH2:38][CH2:37]1)[C:30]1[CH:35]=[CH:34][CH:33]=[CH:32][CH:31]=1.[ClH:56].C(OCC)(=O)C, predict the reaction product. The product is: [CH2:29]([N:36]1[CH2:41][CH2:40][CH:39]([N:42]([CH3:55])[C:43](=[O:54])[CH2:44][O:45][C:46]2[N:51]=[C:50]([CH3:52])[CH:49]=[C:48]([CH3:53])[N:47]=2)[CH2:38][CH2:37]1)[C:30]1[CH:31]=[CH:32][CH:33]=[CH:34][CH:35]=1.[ClH:56].[CH2:29]([N:36]1[CH2:41][CH2:40][CH:39]([N:42]([CH3:55])[C:43](=[O:54])[CH2:44][O:45][C:46]2[N:51]=[C:50]([CH3:52])[CH:49]=[C:48]([CH3:53])[N:47]=2)[CH2:38][CH2:37]1)[C:30]1[CH:31]=[CH:32][CH:33]=[CH:34][CH:35]=1. (4) Given the reactants [N+:1]([C:4]1[CH:13]=[CH:12][CH:11]=[C:10]2[C:5]=1[CH:6]=[CH:7]O[C:9]2=[O:14])([O-:3])=[O:2].Cl.[CH3:16][O:17][C:18](=[O:24])[C@@H:19]([CH:21]([CH3:23])[CH3:22])[NH2:20].CO.C(N(CC)CC)C, predict the reaction product. The product is: [CH3:22][CH:21]([CH3:23])[C@@H:19]([N:20]1[CH:7]=[CH:6][C:5]2[C:10](=[CH:11][CH:12]=[CH:13][C:4]=2[N+:1]([O-:3])=[O:2])[C:9]1=[O:14])[C:18]([O:17][CH3:16])=[O:24]. (5) Given the reactants [CH3:1][C:2]([CH3:8])([CH2:6][OH:7])[C:3]([OH:5])=[O:4].[C:9](Cl)(=[O:11])[CH3:10].Cl, predict the reaction product. The product is: [CH3:1][C:2]([CH3:8])([CH2:6][O:7][C:9](=[O:11])[CH3:10])[C:3]([OH:5])=[O:4]. (6) Given the reactants [OH:1][C:2]1[CH:3]=[C:4]([CH:9]=[C:10]([O:13][CH3:14])[C:11]=1[OH:12])[C:5]([O:7][CH3:8])=[O:6].[CH3:15]C(C)=O, predict the reaction product. The product is: [CH3:14][O:13][C:10]1[C:11]2[O:12][CH2:15][O:1][C:2]=2[CH:3]=[C:4]([C:5]([O:7][CH3:8])=[O:6])[CH:9]=1.